Predict the reaction yield, written as a fraction of the theoretical maximum amount of product (1.0 means a 100% yield; for example, 0.34 means a 34% yield). From a dataset of Reaction yield outcomes from USPTO patents with 853,638 reactions. (1) The reactants are Br[C:2]1[N:10]=[CH:9][C:8]2[NH:7][C:6]3[N:11]=[CH:12][C:13]([C:15]4[CH:20]=[CH:19][C:18]([CH2:21][N:22]5[CH2:27][CH2:26][CH2:25][CH2:24][CH2:23]5)=[C:17]([O:28][CH3:29])[CH:16]=4)=[CH:14][C:5]=3[C:4]=2[CH:3]=1.[CH3:30][N:31]1[CH:35]=[C:34](B2OC(C)(C)C(C)(C)O2)[CH:33]=[N:32]1. The catalyst is C(=O)([O-])[O-].[Na+].[Na+].C(#N)C.C(OCC)(=O)C. The product is [CH3:29][O:28][C:17]1[CH:16]=[C:15]([C:13]2[CH:12]=[N:11][C:6]3[NH:7][C:8]4[CH:9]=[N:10][C:2]([C:34]5[CH:33]=[N:32][N:31]([CH3:30])[CH:35]=5)=[CH:3][C:4]=4[C:5]=3[CH:14]=2)[CH:20]=[CH:19][C:18]=1[CH2:21][N:22]1[CH2:27][CH2:26][CH2:25][CH2:24][CH2:23]1. The yield is 0.170. (2) The reactants are [N+:1]([C:4]1[CH:16]=[CH:15][C:7]([CH:8]=[C:9]2[CH2:14][CH2:13][O:12][CH2:11][CH2:10]2)=[CH:6][CH:5]=1)([O-])=O.C([O-])(=O)C.[Na+].[I:22]Cl. The catalyst is C(Cl)(Cl)Cl.CO.O=[Pt]=O. The product is [I:22][C:5]1[CH:6]=[C:7]([CH2:8][CH:9]2[CH2:14][CH2:13][O:12][CH2:11][CH2:10]2)[CH:15]=[CH:16][C:4]=1[NH2:1]. The yield is 0.340. (3) The reactants are Br[C:2]1[CH:7]=[CH:6][C:5]([Br:8])=[CH:4][CH:3]=1.[Li]CCCC.[O:14]=[C:15]1[CH2:18][CH:17]([C:19]([O:21][CH3:22])=[O:20])[CH2:16]1. The catalyst is O1CCCC1. The yield is 0.920. The product is [Br:8][C:5]1[CH:6]=[CH:7][C:2]([C:15]2([OH:14])[CH2:18][CH:17]([C:19]([O:21][CH3:22])=[O:20])[CH2:16]2)=[CH:3][CH:4]=1.